Dataset: Reaction yield outcomes from USPTO patents with 853,638 reactions. Task: Predict the reaction yield, written as a fraction of the theoretical maximum amount of product (1.0 means a 100% yield; for example, 0.34 means a 34% yield). (1) The reactants are [CH:1]1[C:11]2[CH2:10][CH2:9][C:8]3[CH:12]=[CH:13][CH:14]=[CH:15][C:7]=3[C:6](=[CH:16][C:17]3[CH:22]=[CH:21][C:20]([NH2:23])=[CH:19][CH:18]=3)[C:5]=2[CH:4]=[CH:3][CH:2]=1.[CH3:24][S:25](Cl)(=[O:27])=[O:26]. No catalyst specified. The product is [CH:1]1[C:11]2[CH2:10][CH2:9][C:8]3[CH:12]=[CH:13][CH:14]=[CH:15][C:7]=3[C:6](=[CH:16][C:17]3[CH:22]=[CH:21][C:20]([NH:23][S:25]([CH3:24])(=[O:27])=[O:26])=[CH:19][CH:18]=3)[C:5]=2[CH:4]=[CH:3][CH:2]=1. The yield is 0.480. (2) The reactants are [CH2:1]([Mg]Br)[CH:2]=[CH2:3].[C:6]1(=[C:9]([C:15]([O:17][CH2:18][CH3:19])=[O:16])[C:10]([O:12][CH2:13][CH3:14])=[O:11])[CH2:8][CH2:7]1. The catalyst is CCOCC.[Cu]Cl. The product is [CH2:3]([C:6]1([CH:9]([C:10]([O:12][CH2:13][CH3:14])=[O:11])[C:15]([O:17][CH2:18][CH3:19])=[O:16])[CH2:8][CH2:7]1)[CH:2]=[CH2:1]. The yield is 0.780. (3) The reactants are [F:1][C:2]([F:11])([F:10])[C:3]1[CH:9]=[CH:8][CH:7]=[CH:6][C:4]=1[NH2:5].[N:12]([O-])=O.[Na+].C([O-])(=O)C.[Na+].[C:21]([CH2:24][C:25](=[O:27])[CH3:26])(=[O:23])[CH3:22]. The catalyst is O.Cl.C(O)C. The product is [F:1][C:2]([F:10])([F:11])[C:3]1[CH:9]=[CH:8][CH:7]=[CH:6][C:4]=1[NH:5][N:12]=[C:24]([C:25](=[O:27])[CH3:26])[C:21](=[O:23])[CH3:22]. The yield is 0.330. (4) The yield is 0.460. The reactants are [CH3:1][C:2]1[N:7]=[C:6]([C:8]2[CH:13]=[CH:12][CH:11]=[C:10]([C:14]3[CH:15]=[C:16]([S:20](Cl)(=[O:22])=[O:21])[CH:17]=[CH:18][CH:19]=3)[N:9]=2)[CH:5]=[C:4]([C:24]2[CH:29]=[CH:28][C:27]([C:30]([F:33])([F:32])[F:31])=[CH:26][CH:25]=2)[CH:3]=1.[F:34][C:35]1[CH:42]=[CH:41][C:38]([CH2:39][NH2:40])=[CH:37][CH:36]=1. The product is [F:34][C:35]1[CH:42]=[CH:41][C:38]([CH2:39][NH:40][S:20]([C:16]2[CH:17]=[CH:18][CH:19]=[C:14]([C:10]3[N:9]=[C:8]([C:6]4[CH:5]=[C:4]([C:24]5[CH:29]=[CH:28][C:27]([C:30]([F:33])([F:31])[F:32])=[CH:26][CH:25]=5)[CH:3]=[C:2]([CH3:1])[N:7]=4)[CH:13]=[CH:12][CH:11]=3)[CH:15]=2)(=[O:22])=[O:21])=[CH:37][CH:36]=1. The catalyst is C1COCC1.CCOC(C)=O. (5) The reactants are Cl.Cl[CH2:3][CH2:4][N:5]([CH3:7])[CH3:6].[I-].[K+].C(N(CC)CC)C.[Br:17][C:18]1[CH:24]=[CH:23][C:21]([NH2:22])=[CH:20][C:19]=1[CH3:25]. The catalyst is C1(C)C=CC=CC=1.O. The product is [Br:17][C:18]1[CH:24]=[CH:23][C:21]([NH:22][CH2:3][CH2:4][N:5]([CH3:7])[CH3:6])=[CH:20][C:19]=1[CH3:25]. The yield is 0.180. (6) The reactants are Cl[CH2:2][C:3]1[C:4]([CH3:9])=[N:5][O:6][C:7]=1[CH3:8].[CH2:10]([NH:17][C:18]([C:20]1[S:24][C:23]([N:25]2[CH:30]=[CH:29][C:28]([OH:31])=[CH:27][C:26]2=[O:32])=[N:22][C:21]=1[CH3:33])=[O:19])[C:11]1[CH:16]=[CH:15][CH:14]=[CH:13][CH:12]=1. No catalyst specified. The product is [CH2:10]([NH:17][C:18]([C:20]1[S:24][C:23]([N:25]2[CH:30]=[CH:29][C:28]([O:31][CH2:2][C:3]3[C:4]([CH3:9])=[N:5][O:6][C:7]=3[CH3:8])=[CH:27][C:26]2=[O:32])=[N:22][C:21]=1[CH3:33])=[O:19])[C:11]1[CH:16]=[CH:15][CH:14]=[CH:13][CH:12]=1. The yield is 0.100.